From a dataset of Peptide-MHC class I binding affinity with 185,985 pairs from IEDB/IMGT. Regression. Given a peptide amino acid sequence and an MHC pseudo amino acid sequence, predict their binding affinity value. This is MHC class I binding data. The peptide sequence is QWSPGPGRL. The MHC is HLA-A03:01 with pseudo-sequence HLA-A03:01. The binding affinity (normalized) is 0.392.